From a dataset of Forward reaction prediction with 1.9M reactions from USPTO patents (1976-2016). Predict the product of the given reaction. (1) Given the reactants [C:1]([O:5][C:6](=[O:23])[CH2:7]/[N:8]=[CH:9]/[CH2:10][C:11]([CH3:22])([CH3:21])[CH2:12][O:13][Si](C(C)(C)C)(C)C)([CH3:4])([CH3:3])[CH3:2].[Cl:24][C:25]1[CH:33]=[C:32]2[C:28](/[C:29](=[CH:35]/[C:36]3[CH:41]=[CH:40][CH:39]=[C:38]([Cl:42])[C:37]=3[F:43])/[C:30](=[O:34])[NH:31]2)=[CH:27][CH:26]=1.C(N(CC)CC)C.C1CCN2C(=NCCC2)CC1, predict the reaction product. The product is: [C:1]([O:5][C:6]([CH:7]1[NH:8][CH:9]([CH2:10][C:11]([CH3:21])([CH3:22])[CH2:12][OH:13])[C:29]2([C:28]3[C:32](=[CH:33][C:25]([Cl:24])=[CH:26][CH:27]=3)[NH:31][C:30]2=[O:34])[CH:35]1[C:36]1[CH:41]=[CH:40][CH:39]=[C:38]([Cl:42])[C:37]=1[F:43])=[O:23])([CH3:2])([CH3:3])[CH3:4]. (2) Given the reactants [CH2:1]([O:3][C:4](=[O:21])[C:5]1[CH:10]=[CH:9][C:8]([N:11]=[CH:12][C:13]2[CH:18]=[C:17]([F:19])[CH:16]=[C:15]([F:20])[CH:14]=2)=[CH:7][CH:6]=1)[CH3:2].O.[O-]S(C(F)(F)F)(=O)=O.[Yb+3].[O-]S(C(F)(F)F)(=O)=O.[O-]S(C(F)(F)F)(=O)=O.[CH:48](=[O:52])[CH:49]([CH3:51])[CH3:50].O, predict the reaction product. The product is: [CH2:1]([O:3][C:4]([C:5]1[CH:10]=[C:9]2[C:8](=[CH:7][CH:6]=1)[NH:11][CH:12]([C:13]1[CH:18]=[C:17]([F:19])[CH:16]=[C:15]([F:20])[CH:14]=1)[C:49]([CH3:51])([CH3:50])[CH:48]2[OH:52])=[O:21])[CH3:2]. (3) Given the reactants [CH:1]1[CH:2]=[CH:3][C:4]([NH:7][C:8]([CH2:10][CH2:11][CH2:12][CH2:13][CH2:14][CH2:15][C:16](NO)=[O:17])=[O:9])=[CH:5][CH:6]=1.C(O)(=O)CCCCCCC(O)=[O:28].C1(=O)OC(=O)CCCCCC1.NC1C=CC=CC=1, predict the reaction product. The product is: [C:16]([OH:17])(=[O:28])[CH2:15][CH2:14][CH2:13][CH2:12][CH2:11][CH2:10][C:8]([NH:7][C:4]1[CH:3]=[CH:2][CH:1]=[CH:6][CH:5]=1)=[O:9].